From a dataset of TCR-epitope binding with 47,182 pairs between 192 epitopes and 23,139 TCRs. Binary Classification. Given a T-cell receptor sequence (or CDR3 region) and an epitope sequence, predict whether binding occurs between them. (1) The epitope is NEGVKAAW. The TCR CDR3 sequence is CASSEGSSGSDRETQYF. Result: 0 (the TCR does not bind to the epitope). (2) The epitope is LLWNGPMAV. The TCR CDR3 sequence is CASSPGTSGIDSRSYNEQFF. Result: 1 (the TCR binds to the epitope). (3) Result: 0 (the TCR does not bind to the epitope). The epitope is RISNCVADY. The TCR CDR3 sequence is CASSVDRNSPLHF. (4) The epitope is MMISAGFSL. The TCR CDR3 sequence is CATSDLAGEAFF. Result: 1 (the TCR binds to the epitope). (5) The epitope is VTEHDTLLY. The TCR CDR3 sequence is CASSLERTAYNEQFF. Result: 0 (the TCR does not bind to the epitope). (6) The epitope is FVDGVPFVV. The TCR CDR3 sequence is CASSQDDPLLADTQYF. Result: 1 (the TCR binds to the epitope). (7) The epitope is YLDAYNMMI. The TCR CDR3 sequence is CASSVRDRGEYNEQFF. Result: 0 (the TCR does not bind to the epitope).